This data is from Forward reaction prediction with 1.9M reactions from USPTO patents (1976-2016). The task is: Predict the product of the given reaction. (1) Given the reactants [S:1]1[CH:5]=[CH:4][CH:3]=[C:2]1[C:6]([OH:8])=O.CN(C(ON1N=NC2C=CC=CC1=2)=[N+](C)C)C.F[P-](F)(F)(F)(F)F.C1C=CC2N(O)N=NC=2C=1.C(N(CC)CC)C.[CH3:50][O:51][C:52](=[O:78])[C@@H:53]([NH:56][C:57]([C:59]1[C:60]([CH3:77])=[N:61][C:62]([NH:66][CH2:67][CH2:68][CH2:69][C:70]2[CH:75]=[CH:74][CH:73]=[C:72]([OH:76])[CH:71]=2)=[N:63][C:64]=1[CH3:65])=[O:58])[CH2:54][NH2:55], predict the reaction product. The product is: [CH3:50][O:51][C:52](=[O:78])[C@@H:53]([NH:56][C:57]([C:59]1[C:60]([CH3:77])=[N:61][C:62]([NH:66][CH2:67][CH2:68][CH2:69][C:70]2[CH:75]=[CH:74][CH:73]=[C:72]([OH:76])[CH:71]=2)=[N:63][C:64]=1[CH3:65])=[O:58])[CH2:54][NH:55][C:6]([C:2]1[S:1][CH:5]=[CH:4][CH:3]=1)=[O:8]. (2) Given the reactants C(N(CC)C(C)C)(C)C.[Cl:10][C:11]1[CH:12]=[C:13]([N:18]2[C:22]([C:23]3[CH:24]=[N:25][CH:26]=[C:27]([O:29][CH3:30])[CH:28]=3)=[CH:21][C:20]([C:31]([OH:33])=O)=[N:19]2)[CH:14]=[CH:15][C:16]=1[F:17].Cl.[NH:35]1[CH:39]=[CH:38][NH:37][C:36]1=O.CN(C([O:48]N1N=NC2C=CC=NC1=2)=[N+](C)C)C.F[P-](F)(F)(F)(F)F, predict the reaction product. The product is: [Cl:10][C:11]1[CH:12]=[C:13]([N:18]2[C:22]([C:23]3[CH:24]=[N:25][CH:26]=[C:27]([O:29][CH3:30])[CH:28]=3)=[CH:21][C:20]([C:31]([N:35]3[CH2:39][C:38](=[O:48])[NH:37][CH2:36]3)=[O:33])=[N:19]2)[CH:14]=[CH:15][C:16]=1[F:17]. (3) Given the reactants [C:1]12([NH2:11])[CH2:10][CH:5]3[CH2:6][CH:7]([CH2:9][CH:3]([CH2:4]3)[CH2:2]1)[CH2:8]2.[OH:12][C:13]1[CH:20]=[C:19]([OH:21])[CH:18]=[CH:17][C:14]=1[CH:15]=O, predict the reaction product. The product is: [C:1]12([NH:11][CH2:15][C:14]3[CH:17]=[CH:18][C:19]([OH:21])=[CH:20][C:13]=3[OH:12])[CH2:8][CH:7]3[CH2:6][CH:5]([CH2:4][CH:3]([CH2:9]3)[CH2:2]1)[CH2:10]2. (4) Given the reactants [CH2:1]([O:3][C:4]([C:6]1[N:11]=[N:10][C:9]([SH:12])=[N:8][C:7]=1[OH:13])=[O:5])[CH3:2].[C:14](=O)([O-])[O-].[K+].[K+].CI, predict the reaction product. The product is: [CH2:1]([O:3][C:4]([C:6]1[N:11]=[N:10][C:9]([S:12][CH3:14])=[N:8][C:7]=1[OH:13])=[O:5])[CH3:2]. (5) Given the reactants C(=O)([O-])[O-].[K+].[K+].[Cl:7][C:8]1[CH:13]=[CH:12][C:11]([C:14]2[O:22][C:21]3[CH:20]=[CH:19][N:18]([C:23]4[CH:28]=[CH:27][C:26]([OH:29])=[C:25]([O:30][CH3:31])[CH:24]=4)[C:17](=[O:32])[C:16]=3[CH:15]=2)=[CH:10][CH:9]=1.Br[CH2:34][CH:35]1[CH2:37][C:36]1([F:39])[F:38], predict the reaction product. The product is: [Cl:7][C:8]1[CH:9]=[CH:10][C:11]([C:14]2[O:22][C:21]3[CH:20]=[CH:19][N:18]([C:23]4[CH:28]=[CH:27][C:26]([O:29][CH2:34][CH:35]5[CH2:37][C:36]5([F:39])[F:38])=[C:25]([O:30][CH3:31])[CH:24]=4)[C:17](=[O:32])[C:16]=3[CH:15]=2)=[CH:12][CH:13]=1.